This data is from TCR-epitope binding with 47,182 pairs between 192 epitopes and 23,139 TCRs. The task is: Binary Classification. Given a T-cell receptor sequence (or CDR3 region) and an epitope sequence, predict whether binding occurs between them. (1) The epitope is GLIYNRMGAVTTEV. The TCR CDR3 sequence is CASSGSGAFYEQYF. Result: 1 (the TCR binds to the epitope). (2) The epitope is KMKDLSPRW. The TCR CDR3 sequence is CASSLEGQGATTDTQYF. Result: 0 (the TCR does not bind to the epitope). (3) The epitope is GVAMPNLYK. The TCR CDR3 sequence is CASSSPGQNVHEQYF. Result: 0 (the TCR does not bind to the epitope). (4) The epitope is KLVALGINAV. The TCR CDR3 sequence is CASSLGRGQFF. Result: 1 (the TCR binds to the epitope).